From a dataset of Full USPTO retrosynthesis dataset with 1.9M reactions from patents (1976-2016). Predict the reactants needed to synthesize the given product. (1) The reactants are: [O:1]([C:8]1[CH:28]=[CH:27][CH:26]=[CH:25][C:9]=1[C:10]([NH:12][C:13]1[CH:18]=[CH:17][CH:16]=[CH:15][C:14]=1/[CH:19]=[CH:20]/[C:21](OC)=[O:22])=[O:11])[C:2]1[CH:7]=[CH:6][CH:5]=[CH:4][CH:3]=1.[OH-:29].[Na+].[NH2:31]O. Given the product [OH:29][NH:31][C:21](=[O:22])/[CH:20]=[CH:19]/[C:14]1[CH:15]=[CH:16][CH:17]=[CH:18][C:13]=1[NH:12][C:10](=[O:11])[C:9]1[CH:25]=[CH:26][CH:27]=[CH:28][C:8]=1[O:1][C:2]1[CH:7]=[CH:6][CH:5]=[CH:4][CH:3]=1, predict the reactants needed to synthesize it. (2) Given the product [CH3:1][C:2]1[N:7]=[C:6]([NH:8][C:9]2[C:14]([CH3:15])=[CH:13][C:12]([CH3:16])=[CH:11][C:10]=2[CH3:17])[C:5]([S:18]([C:21]2[CH:26]=[CH:25][C:24]([C:38]3[CH:39]=[CH:40][N:35]=[CH:36][CH:37]=3)=[CH:23][CH:22]=2)(=[O:20])=[O:19])=[CH:4][N:3]=1, predict the reactants needed to synthesize it. The reactants are: [CH3:1][C:2]1[N:7]=[C:6]([NH:8][C:9]2[C:14]([CH3:15])=[CH:13][C:12]([CH3:16])=[CH:11][C:10]=2[CH3:17])[C:5]([S:18]([C:21]2[CH:26]=[CH:25][C:24](OS(C(F)(F)F)(=O)=O)=[CH:23][CH:22]=2)(=[O:20])=[O:19])=[CH:4][N:3]=1.[N:35]1[CH:40]=[CH:39][C:38](B(O)O)=[CH:37][CH:36]=1.C([O-])([O-])=O.[Na+].[Na+].C1C=CC(P(C2C=CC=CC=2)C2C=CC=CC=2)=CC=1.C([O-])(O)=O.[Na+]. (3) Given the product [F:1][C:2]1[CH:7]=[CH:6][CH:5]=[C:4]2[C:3]=1[NH:8][CH:12]=[CH:11]2, predict the reactants needed to synthesize it. The reactants are: [F:1][C:2]1[CH:7]=[CH:6][CH:5]=[CH:4][C:3]=1[NH:8]N.N[C@H:11]1CN2C3C(C(CC(OCCC)=O)=C2C[CH2:12]1)=CC=CC=3. (4) Given the product [Br:1][C:2]1[CH:3]=[C:4]([S:8]([N:11]([CH2:12][C:13]2[CH:18]=[CH:17][C:16]([O:19][CH3:20])=[CH:15][CH:14]=2)[CH3:23])(=[O:9])=[O:10])[CH:5]=[CH:6][CH:7]=1, predict the reactants needed to synthesize it. The reactants are: [Br:1][C:2]1[CH:3]=[C:4]([S:8]([NH:11][CH2:12][C:13]2[CH:18]=[CH:17][C:16]([O:19][CH3:20])=[CH:15][CH:14]=2)(=[O:10])=[O:9])[CH:5]=[CH:6][CH:7]=1.[H-].[Na+].[CH3:23]I.O. (5) Given the product [NH2:1][C@@H:2]([C:4]([NH:6][C@@H:7]([C:19]([NH:21][C@H:22]([C:24]([NH:26][C@H:27]([C:38]([NH:40][C@@H:41]([C:49]([NH:51][C@H:52]([C:65]([NH2:67])=[O:66])[CH2:53][CH2:54][CH2:55][CH2:56][NH2:57])=[O:50])[CH2:42][C:43]1[CH:44]=[CH:45][CH:46]=[CH:47][CH:48]=1)=[O:39])[CH2:28][C:29]1[C:37]2[C:32](=[CH:33][CH:34]=[CH:35][CH:36]=2)[NH:31][CH:30]=1)=[O:25])[CH3:23])=[O:20])[CH2:8][C:9]1[CH:18]=[C:17]2[C:12]([CH:13]=[CH:14][CH:15]=[CH:16]2)=[CH:11][CH:10]=1)=[O:5])[CH3:3], predict the reactants needed to synthesize it. The reactants are: [NH:1](C(OC(C)(C)C)=O)[C@@H:2]([C:4]([NH:6][C@@H:7]([C:19]([NH:21][C@H:22]([C:24]([NH:26][C@H:27]([C:38]([NH:40][C@@H:41]([C:49]([NH:51][C@H:52]([C:65]([NH2:67])=[O:66])[CH2:53][CH2:54][CH2:55][CH2:56][NH:57]C(OC(C)(C)C)=O)=[O:50])[CH2:42][C:43]1[CH:48]=[CH:47][CH:46]=[CH:45][CH:44]=1)=[O:39])[CH2:28][C:29]1[C:37]2[C:32](=[CH:33][CH:34]=[CH:35][CH:36]=2)[NH:31][CH:30]=1)=[O:25])[CH3:23])=[O:20])[CH2:8][C:9]1[CH:18]=[C:17]2[C:12]([CH:13]=[CH:14][CH:15]=[CH:16]2)=[CH:11][CH:10]=1)=[O:5])[CH3:3].C(O)(C(F)(F)F)=O. (6) Given the product [CH:1]1([CH:7]([C:18]2[CH:22]=[C:21]([C:23]3[CH:28]=[CH:27][C:26]([C:29]([F:32])([F:30])[F:31])=[CH:25][CH:24]=3)[O:20][C:19]=2[CH2:33][CH3:34])[O:8][C:9]2[CH:10]=[CH:11][C:12]([C:13]([N:36]([CH3:35])[CH2:37][CH2:38][C:39]([OH:41])=[O:40])=[O:14])=[CH:16][CH:17]=2)[CH2:6][CH2:5][CH2:4][CH2:3][CH2:2]1, predict the reactants needed to synthesize it. The reactants are: [CH:1]1([CH:7]([C:18]2[CH:22]=[C:21]([C:23]3[CH:28]=[CH:27][C:26]([C:29]([F:32])([F:31])[F:30])=[CH:25][CH:24]=3)[O:20][C:19]=2[CH2:33][CH3:34])[O:8][C:9]2[CH:17]=[CH:16][C:12]([C:13](O)=[O:14])=[CH:11][CH:10]=2)[CH2:6][CH2:5][CH2:4][CH2:3][CH2:2]1.[CH3:35][NH:36][CH2:37][CH2:38][C:39]([O:41]CC)=[O:40].